Dataset: Forward reaction prediction with 1.9M reactions from USPTO patents (1976-2016). Task: Predict the product of the given reaction. Given the reactants [CH:1]1([N:4]2[C:12]3[C:7](=[CH:8][CH:9]=[C:10]([C:13]([NH:15][NH2:16])=[O:14])[CH:11]=3)[C:6]([CH3:18])([CH3:17])[C:5]2=[O:19])[CH2:3][CH2:2]1.[F:20][C:21]([F:32])([F:31])[C:22](O[C:22](=[O:23])[C:21]([F:32])([F:31])[F:20])=[O:23], predict the reaction product. The product is: [CH:1]1([N:4]2[C:12]3[C:7](=[CH:8][CH:9]=[C:10]([C:13]([NH:15][NH:16][C:22](=[O:23])[C:21]([F:32])([F:31])[F:20])=[O:14])[CH:11]=3)[C:6]([CH3:17])([CH3:18])[C:5]2=[O:19])[CH2:2][CH2:3]1.